The task is: Binary Classification. Given a drug SMILES string, predict its activity (active/inactive) in a high-throughput screening assay against a specified biological target.. This data is from HIV replication inhibition screening data with 41,000+ compounds from the AIDS Antiviral Screen. (1) The compound is COC(=O)c1ccc(Cc2ccc(C(=O)OC)o2)o1. The result is 0 (inactive). (2) The drug is O=C(C=Cc1ccsc1)c1ccsc1. The result is 0 (inactive).